Dataset: Forward reaction prediction with 1.9M reactions from USPTO patents (1976-2016). Task: Predict the product of the given reaction. (1) The product is: [C:1]([O:5][C:6]([N:7]1[CH:8]2[CH:13]1[CH2:12][CH2:11][O:10][CH2:9]2)=[O:15])([CH3:4])([CH3:3])[CH3:2]. Given the reactants [C:1]([O:5][C:6](=[O:15])[NH:7][C@H:8]1[C@H:13](Br)[CH2:12][CH2:11][O:10][CH2:9]1)([CH3:4])([CH3:3])[CH3:2].[H-].[Na+], predict the reaction product. (2) Given the reactants Br[CH:2]([CH:13]([CH3:15])[CH3:14])[CH2:3][N-:4][C:5]1[CH:10]=[CH:9][C:8]([Cl:11])=[CH:7][C:6]=1[OH:12].C(=O)([O-])[O-:17].[K+].[K+].O.Cl, predict the reaction product. The product is: [Cl:11][C:8]1[CH:9]=[CH:10][C:5]2[NH:4][C:3](=[O:17])[CH:2]([CH:13]([CH3:15])[CH3:14])[O:12][C:6]=2[CH:7]=1. (3) Given the reactants [N:1]1[CH:6]=[CH:5][CH:4]=[C:3]([NH:7][C:8](=[O:10])[O-])[N:2]=1.[F:11][C:12]1[CH:17]=[CH:16][C:15]([C:18]2[CH:23]=[C:22]([N:24]3[CH2:29][CH2:28][NH:27][CH2:26][CH2:25]3)[N:21]=[CH:20][N:19]=2)=[CH:14][CH:13]=1, predict the reaction product. The product is: [F:11][C:12]1[CH:17]=[CH:16][C:15]([C:18]2[N:19]=[CH:20][N:21]=[C:22]([N:24]3[CH2:25][CH2:26][N:27]([C:8]([NH:7][C:3]4[N:2]=[N:1][CH:6]=[CH:5][CH:4]=4)=[O:10])[CH2:28][CH2:29]3)[CH:23]=2)=[CH:14][CH:13]=1. (4) The product is: [N+:18]([C:11]1[CH:10]=[CH:9][C:8]2[NH:7][C:6]3[C:14]([C:13]=2[CH:12]=1)=[CH:15][C:3]([C:2]([F:1])([F:16])[F:17])=[CH:4][CH:5]=3)([O-:20])=[O:19]. Given the reactants [F:1][C:2]([F:17])([F:16])[C:3]1[CH:4]=[CH:5][C:6]2[NH:7][C:8]3[C:13]([C:14]=2[CH:15]=1)=[CH:12][CH:11]=[CH:10][CH:9]=3.[N+:18]([O-])([OH:20])=[O:19], predict the reaction product. (5) The product is: [ClH:42].[N:1]1([C:7]([C:9]2[CH:14]=[CH:13][C:12]([N:15]3[CH:19]=[C:18]([C:20]4[C:28]5[C:23](=[CH:24][CH:25]=[C:26]([CH:29]6[CH2:34][CH2:33][NH:32][CH2:31][CH2:30]6)[CH:27]=5)[NH:22][N:21]=4)[N:17]=[N:16]3)=[CH:11][CH:10]=2)=[O:8])[CH2:2][CH2:3][O:4][CH2:5][CH2:6]1. Given the reactants [N:1]1([C:7]([C:9]2[CH:14]=[CH:13][C:12]([N:15]3[CH:19]=[C:18]([C:20]4[C:28]5[C:23](=[CH:24][CH:25]=[C:26]([CH:29]6[CH2:34][CH2:33][N:32](C(OC(C)(C)C)=O)[CH2:31][CH2:30]6)[CH:27]=5)[NH:22][N:21]=4)[N:17]=[N:16]3)=[CH:11][CH:10]=2)=[O:8])[CH2:6][CH2:5][O:4][CH2:3][CH2:2]1.[ClH:42], predict the reaction product. (6) Given the reactants [OH:1][NH:2][C:3]([C:5]1[C:10]([CH3:11])=[CH:9][CH:8]=[CH:7][N:6]=1)=[NH:4].[CH3:12][O:13][C:14]1[CH:22]=[CH:21][CH:20]=[C:16]([C:17](O)=O)[C:15]=1[OH:23], predict the reaction product. The product is: [CH3:12][O:13][C:14]1[CH:22]=[CH:21][CH:20]=[C:16]([C:17]2[O:1][N:2]=[C:3]([C:5]3[C:10]([CH3:11])=[CH:9][CH:8]=[CH:7][N:6]=3)[N:4]=2)[C:15]=1[OH:23]. (7) Given the reactants [CH2:1]([O:8][C:9]([NH:11][C:12]1[CH:30]=[CH:29][C:15]2[C:16]3[C:24]([O:25][CH:26]([F:28])[F:27])=[CH:23][CH:22]=[CH:21][C:17]=3[O:18][C:19](=[O:20])[C:14]=2[C:13]=1[Br:31])=[O:10])[C:2]1[CH:7]=[CH:6][CH:5]=[CH:4][CH:3]=1.[H-].CCCCCCC.C(C(C(C([O-])=O)O)O)([O-])=O.[K+].[Na+], predict the reaction product. The product is: [CH2:1]([O:8][C:9]([NH:11][C:12]1[CH:30]=[CH:29][C:15]2[C:16]3[C:24]([O:25][CH:26]([F:28])[F:27])=[CH:23][CH:22]=[CH:21][C:17]=3[O:18][CH:19]([OH:20])[C:14]=2[C:13]=1[Br:31])=[O:10])[C:2]1[CH:3]=[CH:4][CH:5]=[CH:6][CH:7]=1.